Dataset: Full USPTO retrosynthesis dataset with 1.9M reactions from patents (1976-2016). Task: Predict the reactants needed to synthesize the given product. (1) Given the product [F:38][C:35]([F:36])([F:37])[C:27]1[CH:26]=[C:25]([C:22]([CH3:23])([CH3:24])[C:21]([N:20]([C:17]2[CH:18]=[N:19][C:14]([N:11]3[CH2:12][CH2:13][NH:8][CH2:9][C@H:10]3[CH3:49])=[CH:15][C:16]=2[C:41]2[CH:46]=[CH:45][C:44]([F:47])=[CH:43][C:42]=2[CH3:48])[CH3:40])=[O:39])[CH:30]=[C:29]([C:31]([F:32])([F:33])[F:34])[CH:28]=1, predict the reactants needed to synthesize it. The reactants are: C([N:8]1[CH2:13][CH2:12][N:11]([C:14]2[N:19]=[CH:18][C:17]([N:20]([CH3:40])[C:21](=[O:39])[C:22]([C:25]3[CH:30]=[C:29]([C:31]([F:34])([F:33])[F:32])[CH:28]=[C:27]([C:35]([F:38])([F:37])[F:36])[CH:26]=3)([CH3:24])[CH3:23])=[C:16]([C:41]3[CH:46]=[CH:45][C:44]([F:47])=[CH:43][C:42]=3[CH3:48])[CH:15]=2)[C@H:10]([CH3:49])[CH2:9]1)C1C=CC=CC=1. (2) Given the product [NH2:1][C:2]1[CH:3]=[CH:4][C:5]([CH:13]2[CH2:22][CH2:21][C:16](=[O:17])[CH2:15][CH2:14]2)=[C:6]2[C:10]=1[C:9](=[O:11])[N:8]([CH3:12])[CH2:7]2, predict the reactants needed to synthesize it. The reactants are: [NH2:1][C:2]1[CH:3]=[CH:4][C:5]([CH:13]2[CH2:22][CH2:21][C:16]3(OCC[O:17]3)[CH2:15][CH2:14]2)=[C:6]2[C:10]=1[C:9](=[O:11])[N:8]([CH3:12])[CH2:7]2.Cl. (3) The reactants are: [Br:1][C:2]1[CH:7]=[CH:6][C:5]([N:8]2[CH2:13][CH2:12][NH:11][CH2:10][CH2:9]2)=[CH:4][CH:3]=1.[CH3:14][S:15](Cl)(=[O:17])=[O:16].C(N(CC)CC)C. Given the product [Br:1][C:2]1[CH:3]=[CH:4][C:5]([N:8]2[CH2:13][CH2:12][N:11]([S:15]([CH3:14])(=[O:17])=[O:16])[CH2:10][CH2:9]2)=[CH:6][CH:7]=1, predict the reactants needed to synthesize it. (4) Given the product [O:25]1[CH2:26][CH2:27][CH2:28][CH2:29][CH:24]1[CH2:23][N:1]1[C:9]2[C:4](=[CH:5][CH:6]=[CH:7][CH:8]=2)[C:3]2([CH2:13][O:12][C:11]3[CH:14]=[C:15]4[C:19](=[CH:20][C:10]2=3)[CH2:18][CH2:17][O:16]4)[C:2]1=[O:21], predict the reactants needed to synthesize it. The reactants are: [NH:1]1[C:9]2[C:4](=[CH:5][CH:6]=[CH:7][CH:8]=2)[C:3]2([CH2:13][O:12][C:11]3[CH:14]=[C:15]4[C:19](=[CH:20][C:10]2=3)[CH2:18][CH2:17][O:16]4)[C:2]1=[O:21].Br[CH2:23][CH:24]1[CH2:29][CH2:28][CH2:27][CH2:26][O:25]1.C(=O)([O-])[O-].[Cs+].[Cs+]. (5) Given the product [CH3:39][C:9]1([CH3:40])[NH:8][CH2:13][CH2:12][N:11]([CH2:14][C:15]2[CH:20]=[C:19]([C:21]3[CH:26]=[CH:25][C:24]([OH:27])=[CH:23][C:22]=3[F:28])[N:18]=[C:17]3[NH:29][N:30]=[C:31]([CH3:32])[C:16]=23)[CH2:10]1, predict the reactants needed to synthesize it. The reactants are: C(OC([N:8]1[CH2:13][CH2:12][N:11]([CH2:14][C:15]2[CH:20]=[C:19]([C:21]3[CH:26]=[CH:25][C:24]([OH:27])=[CH:23][C:22]=3[F:28])[N:18]=[C:17]3[N:29](C4CCCCO4)[N:30]=[C:31]([CH3:32])[C:16]=23)[CH2:10][C:9]1([CH3:40])[CH3:39])=O)(C)(C)C.Cl. (6) Given the product [NH2:39][C:35]1[CH:34]=[C:33]([C:2]2[CH:3]=[CH:4][C:5]([O:17][CH2:18][C:19]3[CH:24]=[CH:23][CH:22]=[CH:21][CH:20]=3)=[C:6]([CH:16]=2)[C:7]([NH:9][C:10]2[CH:11]=[N:12][CH:13]=[CH:14][CH:15]=2)=[O:8])[CH:38]=[CH:37][N:36]=1, predict the reactants needed to synthesize it. The reactants are: Br[C:2]1[CH:3]=[CH:4][C:5]([O:17][CH2:18][C:19]2[CH:24]=[CH:23][CH:22]=[CH:21][CH:20]=2)=[C:6]([CH:16]=1)[C:7]([NH:9][C:10]1[CH:11]=[N:12][CH:13]=[CH:14][CH:15]=1)=[O:8].CC1(C)C(C)(C)OB([C:33]2[CH:38]=[CH:37][N:36]=[C:35]([NH2:39])[CH:34]=2)O1.C(=O)([O-])[O-].[Na+].[Na+].